Dataset: Catalyst prediction with 721,799 reactions and 888 catalyst types from USPTO. Task: Predict which catalyst facilitates the given reaction. (1) Reactant: [Br:1][C:2]1[CH:7]=[CH:6][C:5]([CH:8]2[CH2:11][C:10](=[O:12])[C:9]2(Cl)Cl)=[C:4]([O:15][CH3:16])[CH:3]=1.[Cl-].[NH4+]. Product: [Br:1][C:2]1[CH:7]=[CH:6][C:5]([CH:8]2[CH2:9][C:10](=[O:12])[CH2:11]2)=[C:4]([O:15][CH3:16])[CH:3]=1. The catalyst class is: 401. (2) Reactant: [F:1][C:2]1[CH:7]=[CH:6][CH:5]=[CH:4][C:3]=1[CH2:8][NH:9][CH2:10][CH2:11][OH:12].C(=O)([O-])[O-].[Na+].[Na+].[CH3:19][C:20]([O:23][C:24](O[C:24]([O:23][C:20]([CH3:22])([CH3:21])[CH3:19])=[O:25])=[O:25])([CH3:22])[CH3:21]. Product: [F:1][C:2]1[CH:7]=[CH:6][CH:5]=[CH:4][C:3]=1[CH2:8][N:9]([CH2:10][CH2:11][OH:12])[C:24](=[O:25])[O:23][C:20]([CH3:22])([CH3:21])[CH3:19]. The catalyst class is: 20. (3) Reactant: [C:1]([O:5][C:6](=[O:19])[NH:7][C:8]1[CH:17]=[CH:16][C:15]2[C:10](=[CH:11][CH:12]=[C:13]([Br:18])[CH:14]=2)[CH:9]=1)([CH3:4])([CH3:3])[CH3:2].[N+:20]([O-])([OH:22])=[O:21]. Product: [Br:18][C:13]1[CH:14]=[C:15]2[C:10](=[CH:11][CH:12]=1)[C:9]([N+:20]([O-:22])=[O:21])=[C:8]([NH:7][C:6](=[O:19])[O:5][C:1]([CH3:4])([CH3:2])[CH3:3])[CH:17]=[CH:16]2. The catalyst class is: 15. (4) Product: [CH3:1][O:2][CH2:3][O:4][C:5]1[CH:12]=[CH:11][C:8]([CH:9]=[C:37]([C:15](=[O:16])[NH:17][CH2:18][CH2:19][CH2:20][CH2:21][CH2:22][CH2:23][CH2:24][CH2:25][CH3:26])[C:36]([O:39][CH3:31])=[O:38])=[CH:7][CH:6]=1. Reactant: [CH3:1][O:2][CH2:3][O:4][C:5]1[CH:12]=[CH:11][C:8]([CH:9]=O)=[CH:7][CH:6]=1.CC(C(N)=O)[C:15]([NH:17][CH2:18][CH2:19][CH2:20][CH2:21][CH2:22][CH2:23][CH2:24][CH2:25][CH3:26])=[O:16].N1CCCC[CH2:31]1.[C:36]([OH:39])(=[O:38])[CH3:37]. The catalyst class is: 93. (5) Reactant: [Cl:1][C:2]1[CH:7]=[CH:6][C:5]([N+:8]([O-:10])=[O:9])=[CH:4][C:3]=1[S:11](Cl)(=[O:13])=[O:12].N1C=CC=CC=1.[NH2:21][C@@H:22]1[CH2:26][CH2:25][N:24]([C:27]([O:29][C:30]([CH3:33])([CH3:32])[CH3:31])=[O:28])[CH2:23]1. Product: [Cl:1][C:2]1[CH:7]=[CH:6][C:5]([N+:8]([O-:10])=[O:9])=[CH:4][C:3]=1[S:11]([NH:21][C@@H:22]1[CH2:26][CH2:25][N:24]([C:27]([O:29][C:30]([CH3:33])([CH3:32])[CH3:31])=[O:28])[CH2:23]1)(=[O:13])=[O:12]. The catalyst class is: 2. (6) Reactant: [Cl:1][C:2]1[C:3]([CH:12]([C:17]#[N:18])[NH:13][C:14](=[O:16])[CH3:15])=[N:4][CH:5]=[C:6]([C:8]([F:11])([F:10])[F:9])[CH:7]=1.[C:19](=O)([O:25]C(C)(C)C)[O:20][C:21]([CH3:24])([CH3:23])[CH3:22].[BH4-].[Na+].C(OCC)(=O)C. Product: [C:14]([NH:13][CH:12]([C:3]1[C:2]([Cl:1])=[CH:7][C:6]([C:8]([F:11])([F:9])[F:10])=[CH:5][N:4]=1)[CH2:17][NH:18][C:19](=[O:25])[O:20][C:21]([CH3:24])([CH3:23])[CH3:22])(=[O:16])[CH3:15]. The catalyst class is: 24. (7) Reactant: Cl.C(N=C=NCCCN(C)C)C.[F:13][C:14]([F:41])([F:40])[C:15]1[N:16]=[CH:17][N:18]([C:20]2[CH:39]=[CH:38][C:23]([O:24][CH:25]([C:29]3[CH:37]=[CH:36][C:32]([C:33]([OH:35])=O)=[CH:31][CH:30]=3)[CH2:26][CH2:27][CH3:28])=[CH:22][CH:21]=2)[CH:19]=1.Cl.[NH2:43][CH2:44][CH2:45][C:46]([O:48][CH3:49])=[O:47].ON1C2N=CC=CC=2N=N1.C(N(CC)CC)C. Product: [F:40][C:14]([F:13])([F:41])[C:15]1[N:16]=[CH:17][N:18]([C:20]2[CH:39]=[CH:38][C:23]([O:24][CH:25]([C:29]3[CH:37]=[CH:36][C:32]([C:33]([NH:43][CH2:44][CH2:45][C:46]([O:48][CH3:49])=[O:47])=[O:35])=[CH:31][CH:30]=3)[CH2:26][CH2:27][CH3:28])=[CH:22][CH:21]=2)[CH:19]=1. The catalyst class is: 4. (8) The catalyst class is: 1. Reactant: [F:1][C:2]1[C:3]([NH2:17])=[N:4][C:5]([O:8][CH2:9][C:10]2[CH:15]=[CH:14][C:13]([F:16])=[CH:12][CH:11]=2)=[N:6][CH:7]=1.[H-].[Na+].[C:20](=O)([O:28]C1C=CC=CC=1)[O:21][C:22]1[CH:27]=[CH:26][CH:25]=[CH:24][CH:23]=1.CCOC(C)=O. Product: [C:22]1([O:21][C:20](=[O:28])[NH:17][C:3]2[C:2]([F:1])=[CH:7][N:6]=[C:5]([O:8][CH2:9][C:10]3[CH:11]=[CH:12][C:13]([F:16])=[CH:14][CH:15]=3)[N:4]=2)[CH:27]=[CH:26][CH:25]=[CH:24][CH:23]=1. (9) Reactant: Br[C:2]1[CH:3]=[C:4]([CH:25]=[CH:26][N:27]=1)[C:5]([NH:7][C:8]1[S:9][C:10]2[C:16]([CH:17]3[CH2:22][O:21][CH2:20][CH2:19][O:18]3)=[CH:15][CH:14]=[C:13]([O:23][CH3:24])[C:11]=2[N:12]=1)=[O:6].C(=O)([O-])[O-].[Cs+].[Cs+].Cl.[NH:35]1[CH2:38][CH:37]([OH:39])[CH2:36]1.CS(C)=O. Product: [O:18]1[CH2:19][CH2:20][O:21][CH2:22][CH:17]1[C:16]1[C:10]2[S:9][C:8]([NH:7][C:5](=[O:6])[C:4]3[CH:25]=[CH:26][N:27]=[C:2]([N:35]4[CH2:38][CH:37]([OH:39])[CH2:36]4)[CH:3]=3)=[N:12][C:11]=2[C:13]([O:23][CH3:24])=[CH:14][CH:15]=1. The catalyst class is: 37. (10) Reactant: [C:12]([O:11][C:9](O[C:9]([O:11][C:12]([CH3:15])([CH3:14])[CH3:13])=[O:10])=[O:10])([CH3:15])([CH3:14])[CH3:13].[NH2:16][C@@H:17]([CH2:21][C:22]1[CH:27]=[CH:26][C:25]([B:28]([OH:30])[OH:29])=[CH:24][CH:23]=1)[C:18]([OH:20])=[O:19]. Product: [C:12]([O:11][C:9]([NH:16][C@H:17]([C:18]([OH:20])=[O:19])[CH2:21][C:22]1[CH:23]=[CH:24][C:25]([B:28]([OH:30])[OH:29])=[CH:26][CH:27]=1)=[O:10])([CH3:13])([CH3:14])[CH3:15]. The catalyst class is: 30.